This data is from Forward reaction prediction with 1.9M reactions from USPTO patents (1976-2016). The task is: Predict the product of the given reaction. (1) Given the reactants C(N(CC)CC)C.[N:8]([C:11]1[CH:16]=[CH:15][N:14]=[CH:13][C:12]=1[CH:17]=O)=[N+:9]=[N-:10].[Cl:19][C:20]1[CH:26]=[C:25]([S:27]([CH3:30])(=[O:29])=[O:28])[CH:24]=[C:23]([Cl:31])[C:21]=1[NH2:22], predict the reaction product. The product is: [N:8]([C:11]1[CH:16]=[CH:15][N:14]=[CH:13][C:12]=1/[CH:17]=[N:22]/[C:21]1[C:20]([Cl:19])=[CH:26][C:25]([S:27]([CH3:30])(=[O:29])=[O:28])=[CH:24][C:23]=1[Cl:31])=[N+:9]=[N-:10]. (2) Given the reactants [CH3:1][C:2]([C:4]1[CH:9]=[CH:8][C:7]([S:10][CH3:11])=[CH:6][CH:5]=1)=[O:3].[CH3:12][C:13]1[CH:14]=[C:15]([CH:18]=[C:19]([CH3:22])[C:20]=1[OH:21])[CH:16]=O, predict the reaction product. The product is: [CH3:11][S:10][C:7]1[CH:8]=[CH:9][C:4]([C:2](=[O:3])[CH:1]=[CH:16][C:15]2[CH:18]=[C:19]([CH3:22])[C:20]([OH:21])=[C:13]([CH3:12])[CH:14]=2)=[CH:5][CH:6]=1. (3) The product is: [C:5]([C:6]1[C:7]([C:12]2[CH:17]=[CH:16][CH:15]=[CH:14][CH:13]=2)=[N:8][O:9][C:10]=1[CH3:11])#[CH:4]. Given the reactants CC(O)([C:4]#[C:5][C:6]1[C:7]([C:12]2[CH:17]=[CH:16][CH:15]=[CH:14][CH:13]=2)=[N:8][O:9][C:10]=1[CH3:11])C.[OH-].[K+], predict the reaction product. (4) Given the reactants [C:1]([C:3]1[CH:4]=[C:5]([C:13](Cl)=[O:14])[CH:6]=[N:7][C:8]=1[O:9][CH:10]([CH3:12])[CH3:11])#[N:2].O[NH:17][C:18](=[NH:36])[C:19]1[CH:20]=[C:21]2[C:26](=[CH:27][CH:28]=1)[CH2:25][N:24]([C:29]([O:31][C:32]([CH3:35])([CH3:34])[CH3:33])=[O:30])[CH2:23][CH2:22]2, predict the reaction product. The product is: [C:1]([C:3]1[CH:4]=[C:5]([C:13]2[O:14][N:17]=[C:18]([C:19]3[CH:20]=[C:21]4[C:26](=[CH:27][CH:28]=3)[CH2:25][N:24]([C:29]([O:31][C:32]([CH3:35])([CH3:34])[CH3:33])=[O:30])[CH2:23][CH2:22]4)[N:36]=2)[CH:6]=[N:7][C:8]=1[O:9][CH:10]([CH3:12])[CH3:11])#[N:2]. (5) Given the reactants [CH3:1][C@@H:2]([NH:13][CH2:14][CH2:15][CH2:16][C:17]1[CH:18]=[CH:19][CH:20]=[C:21]([C:23]([F:26])([F:25])[F:24])[CH:22]=1)[C:3]1[CH:4]=[CH:5][CH:6]=[C:7]2[CH:12]=[CH:11][CH:10]=[CH:9][C:8]=12.Cl.BrC1C=C(C(F)(F)F)C=CC=1.C1([C@H](NCC=C)C)C2C(=CC=CC=2)C=CC=1, predict the reaction product. The product is: [C:3]1([C@H:2]([NH:13][CH2:14]/[CH:15]=[CH:16]/[C:17]2[CH:18]=[CH:19][CH:20]=[C:21]([C:23]([F:24])([F:25])[F:26])[CH:22]=2)[CH3:1])[C:8]2[C:7](=[CH:12][CH:11]=[CH:10][CH:9]=2)[CH:6]=[CH:5][CH:4]=1. (6) Given the reactants [Br:1][C:2]1[CH:7]=[CH:6][C:5]([CH2:8][OH:9])=[CH:4][CH:3]=1.[N+](=[CH:12][C:13]([O:15][CH2:16][CH3:17])=[O:14])=[N-], predict the reaction product. The product is: [Br:1][C:2]1[CH:7]=[CH:6][C:5]([CH2:8][O:9][CH2:12][C:13]([O:15][CH2:16][CH3:17])=[O:14])=[CH:4][CH:3]=1. (7) Given the reactants [F:1][C:2]([F:7])([F:6])[C:3]([OH:5])=[O:4].[C:8]([O:12][C:13](=[O:34])[CH2:14][NH:15][C@H:16]1[CH2:20][CH2:19][N:18]([CH2:21][C:22]2[CH:31]=[C:30]3[C:25]([C:26](N)=[N:27][CH:28]=[N:29]3)=[CH:24][CH:23]=2)[C:17]1=[O:33])(C)(C)C.[Cl:35][C:36]1[S:40][C:39]([CH:41]=[CH:42][CH2:43]Br)=[CH:38][CH:37]=1.BrCC1[N:48](C(OC(C)(C)C)=O)C2C(C=1)=CC(Cl)=CC=2, predict the reaction product. The product is: [F:1][C:2]([F:7])([F:6])[C:3]([OH:5])=[O:4].[CH3:8][O:12][C:13](=[O:34])[CH2:14][N:15]([C@H:16]1[CH2:20][CH2:19][N:18]([CH:21]([NH2:48])[C:22]2[CH:31]=[C:30]3[C:25]([CH:26]=[N:27][CH:28]=[N:29]3)=[CH:24][CH:23]=2)[C:17]1=[O:33])[CH2:43][CH:42]=[CH:41][C:39]1[S:40][C:36]([Cl:35])=[CH:37][CH:38]=1. (8) Given the reactants Br[C:2]1[C:3]([O:22][CH2:23][C:24]([F:27])([F:26])[F:25])=[N:4][C:5]([C:18]([F:21])([F:20])[F:19])=[C:6]([CH:17]=1)[C:7]([NH:9][C@@H:10]1[CH2:15][CH2:14][CH2:13][CH2:12][C@@H:11]1[OH:16])=[O:8].[Cl:28][C:29]1[CH:34]=[CH:33][C:32](B(O)O)=[CH:31][CH:30]=1, predict the reaction product. The product is: [Cl:28][C:29]1[CH:34]=[CH:33][C:32]([C:2]2[C:3]([O:22][CH2:23][C:24]([F:26])([F:27])[F:25])=[N:4][C:5]([C:18]([F:21])([F:20])[F:19])=[C:6]([CH:17]=2)[C:7]([NH:9][C@@H:10]2[CH2:15][CH2:14][CH2:13][CH2:12][C@@H:11]2[OH:16])=[O:8])=[CH:31][CH:30]=1. (9) The product is: [C:1]([O:5][C:6]([N:8]1[CH2:12][CH2:11][CH:10]([NH:13][C:23](=[O:24])[CH2:22][Cl:21])[CH2:9]1)=[O:7])([CH3:4])([CH3:2])[CH3:3]. Given the reactants [C:1]([O:5][C:6]([N:8]1[CH2:12][CH2:11][CH:10]([NH2:13])[CH2:9]1)=[O:7])([CH3:4])([CH3:3])[CH3:2].C(N(CC)CC)C.[Cl:21][CH2:22][C:23](Cl)=[O:24], predict the reaction product.